Dataset: Reaction yield outcomes from USPTO patents with 853,638 reactions. Task: Predict the reaction yield, written as a fraction of the theoretical maximum amount of product (1.0 means a 100% yield; for example, 0.34 means a 34% yield). (1) The reactants are S(Cl)(Cl)=O.CC1C=CC(C)=CC=1C(O)=O.CC1C=CC(C)=CC=1C(Cl)=O.[CH3:27][O:28][C:29]1[CH:30]=[C:31]2[C:36](=[CH:37][C:38]=1[O:39][CH3:40])[N:35]=[CH:34][CH:33]=[C:32]2[O:41][C:42]1[CH:48]=[CH:47][C:45]([NH2:46])=[CH:44][CH:43]=1.[CH3:49][C:50]1[CH:55]=[CH:54][C:53]([CH3:56])=[CH:52][C:51]=1[C:57]([N:59]=[C:60]=[S:61])=[O:58]. The catalyst is C1(C)C=CC=CC=1.C(O)C. The product is [CH3:27][O:28][C:29]1[CH:30]=[C:31]2[C:36](=[CH:37][C:38]=1[O:39][CH3:40])[N:35]=[CH:34][CH:33]=[C:32]2[O:41][C:42]1[CH:48]=[CH:47][C:45]([NH:46][C:60]([NH:59][C:57](=[O:58])[C:51]2[CH:52]=[C:53]([CH3:56])[CH:54]=[CH:55][C:50]=2[CH3:49])=[S:61])=[CH:44][CH:43]=1. The yield is 0.910. (2) The reactants are [Br:1][C:2]1[CH:30]=[CH:29][C:5]([CH2:6][C:7]2[O:8][C:9]([CH3:28])=[C:10]([CH3:27])[C:11]=2[C:12]([C:14]2[CH:19]=[C:18]([CH:20]([CH3:22])[CH3:21])[C:17]([OH:23])=[C:16]([CH:24]([CH3:26])[CH3:25])[CH:15]=2)=[O:13])=[CH:4][CH:3]=1.Cl[S:32]([C:35]1[CH:43]=[CH:42][C:38]([C:39]([OH:41])=[O:40])=[C:37]([OH:44])[CH:36]=1)(=[O:34])=[O:33]. No catalyst specified. The product is [Br:1][C:2]1[CH:30]=[CH:29][C:5]([CH2:6][C:7]2[O:8][C:9]([CH3:28])=[C:10]([CH3:27])[C:11]=2[C:12]([C:14]2[CH:19]=[C:18]([CH:20]([CH3:22])[CH3:21])[C:17]([O:23][S:32]([C:35]3[CH:43]=[CH:42][C:38]([C:39]([OH:41])=[O:40])=[C:37]([OH:44])[CH:36]=3)(=[O:34])=[O:33])=[C:16]([CH:24]([CH3:25])[CH3:26])[CH:15]=2)=[O:13])=[CH:4][CH:3]=1. The yield is 0.530. (3) The reactants are [N:1]1([CH2:8][CH2:9][N:10]2[C:14]3=[N:15][CH:16]=[N:17][C:18]([NH:19][CH3:20])=[C:13]3[CH:12]=[N:11]2)[CH2:7][CH2:6][CH2:5][CH2:4][CH2:3][CH2:2]1.C(O[C:25](=[O:27])[CH3:26])(=O)C. The catalyst is N1C=CC=CC=1. The product is [N:1]1([CH2:8][CH2:9][N:10]2[C:14]3=[N:15][CH:16]=[N:17][C:18]([N:19]([CH3:20])[C:25](=[O:27])[CH3:26])=[C:13]3[CH:12]=[N:11]2)[CH2:2][CH2:3][CH2:4][CH2:5][CH2:6][CH2:7]1. The yield is 0.270. (4) The reactants are [NH:1]1[CH:5]=[CH:4][CH:3]=[N:2]1.[Br:6][C:7]1[CH:12]=[CH:11][C:10]([CH2:13]Br)=[C:9]([CH2:15][CH3:16])[CH:8]=1. The catalyst is CN(C=O)C.O. The product is [Br:6][C:7]1[CH:12]=[CH:11][C:10]([CH2:13][N:1]2[CH:5]=[CH:4][CH:3]=[N:2]2)=[C:9]([CH2:15][CH3:16])[CH:8]=1. The yield is 0.800. (5) The reactants are O1CCCC1.[C:6]1([NH:12][CH2:13][C:14]2[CH:19]=[CH:18][C:17]([CH2:20][C:21](Cl)=[N:22][OH:23])=[CH:16][CH:15]=2)[CH:11]=[CH:10][CH:9]=[CH:8][CH:7]=1.[C:25]([C:27]1[C:28]([NH2:33])=[N:29][CH:30]=[CH:31][CH:32]=1)#[CH:26].C(N(CC)CC)C. The catalyst is O. The product is [C:6]1([NH:12][CH2:13][C:14]2[CH:19]=[CH:18][C:17]([CH2:20][C:21]3[CH:26]=[C:25]([C:27]4[C:28]([NH2:33])=[N:29][CH:30]=[CH:31][CH:32]=4)[O:23][N:22]=3)=[CH:16][CH:15]=2)[CH:11]=[CH:10][CH:9]=[CH:8][CH:7]=1. The yield is 0.0600.